The task is: Predict which catalyst facilitates the given reaction.. This data is from Catalyst prediction with 721,799 reactions and 888 catalyst types from USPTO. (1) Reactant: [N:1]1([CH2:6][CH2:7][CH2:8][S:9]([C:12]2[CH:17]=[CH:16][C:15]([NH:18][C:19]3[N:24]=[CH:23][C:22]([NH2:25])=[CH:21][N:20]=3)=[CH:14][CH:13]=2)(=[O:11])=[O:10])[CH2:5][CH2:4][CH2:3][CH2:2]1.[Cl:26][C:27]1[CH:35]=[CH:34][C:33]([O:36][CH3:37])=[CH:32][C:28]=1[C:29](O)=[O:30].C(Cl)CCl. Product: [Cl:26][C:27]1[CH:35]=[CH:34][C:33]([O:36][CH3:37])=[CH:32][C:28]=1[C:29]([NH:25][C:22]1[CH:23]=[N:24][C:19]([NH:18][C:15]2[CH:14]=[CH:13][C:12]([S:9]([CH2:8][CH2:7][CH2:6][N:1]3[CH2:2][CH2:3][CH2:4][CH2:5]3)(=[O:10])=[O:11])=[CH:17][CH:16]=2)=[N:20][CH:21]=1)=[O:30]. The catalyst class is: 10. (2) Reactant: [O-:1][N+:2]1[CH:7]=[CH:6][CH:5]=[CH:4][C:3]=1[C:8]1[CH:9]=[CH:10][C:11]2[C:12]3[N:26](C4CCCCO4)[N:25]=[CH:24][C:13]=3[C:14](=[O:23])[N:15]([CH2:18][C:19]([F:22])([F:21])[F:20])[C:16]=2[CH:17]=1.[O-][N+]1C=CC=CC=1C1C=CC2C3NN(C4CCCCO4)CC=3C(=O)N(CC(F)(F)F)C=2C=1.[ClH:65].O. Product: [ClH:65].[O-:1][N+:2]1[CH:7]=[CH:6][CH:5]=[CH:4][C:3]=1[C:8]1[CH:9]=[CH:10][C:11]2[C:12]3[NH:26][N:25]=[CH:24][C:13]=3[C:14](=[O:23])[N:15]([CH2:18][C:19]([F:22])([F:20])[F:21])[C:16]=2[CH:17]=1. The catalyst class is: 12.